From a dataset of Experimentally validated miRNA-target interactions with 360,000+ pairs, plus equal number of negative samples. Binary Classification. Given a miRNA mature sequence and a target amino acid sequence, predict their likelihood of interaction. (1) The miRNA is hsa-miR-6776-5p with sequence UCUGGGUGCAGUGGGGGUU. The protein sequence of the target gene is MRQKAVSLFLCYLLLFTCSGVEAGKKKCSESSDSGSGFWKALTFMAVGGGLAVAGLPALGFTGAGIAANSVAASLMSWSAILNGGGVPAGGLVATLQSLGAGGSSVVIGNIGALMGYATHKYLDSEEDEE. Result: 0 (no interaction). (2) The miRNA is mmu-miR-3064-5p with sequence UCUGGCUGUUGUGGUGUGCAAA. The protein sequence of the target gene is MGLLDPSQKEVLRFAVNCRILTLVLQALFNLIIPDHHADAFCPPRLAPSGSADQLVEGLLGGLSRWDAEHFLFIAEHGYLYEHNFAFFPGFPLALLMGTELLRPLQGLLSQRSCLLVSVALLNLLFSVLAAVALHDLGCLVLHCPRQALCAALLFCISPANVFLAAGYSEALFAFLTFSAMGQLERGRGWASGLLFALAAGVRSNGLVSLGFLLHSQCRGFCSSLAVLSPWKPLVKLMASVCLSVLIVSLPFALFQYRAYIQFCSPGSAPSIPEPLLQLAADKGYRLAGENAPPWCSWDL.... Result: 1 (interaction).